From a dataset of NCI-60 drug combinations with 297,098 pairs across 59 cell lines. Regression. Given two drug SMILES strings and cell line genomic features, predict the synergy score measuring deviation from expected non-interaction effect. (1) Synergy scores: CSS=68.3, Synergy_ZIP=-2.21, Synergy_Bliss=-0.802, Synergy_Loewe=-16.2, Synergy_HSA=-1.94. Cell line: SF-539. Drug 1: C1=CC=C(C=C1)NC(=O)CCCCCCC(=O)NO. Drug 2: CC1C(C(CC(O1)OC2CC(OC(C2O)C)OC3=CC4=CC5=C(C(=O)C(C(C5)C(C(=O)C(C(C)O)O)OC)OC6CC(C(C(O6)C)O)OC7CC(C(C(O7)C)O)OC8CC(C(C(O8)C)O)(C)O)C(=C4C(=C3C)O)O)O)O. (2) Synergy scores: CSS=20.8, Synergy_ZIP=-3.70, Synergy_Bliss=0.366, Synergy_Loewe=-18.6, Synergy_HSA=-0.298. Drug 1: CN(CCCl)CCCl.Cl. Drug 2: CS(=O)(=O)OCCCCOS(=O)(=O)C. Cell line: HOP-92.